From a dataset of Forward reaction prediction with 1.9M reactions from USPTO patents (1976-2016). Predict the product of the given reaction. Given the reactants [CH:1]([O:4][C:5]1[CH:6]=[C:7]([CH:11]=[C:12]([O:14][C:15]2[CH:20]=[CH:19][CH:18]=[CH:17][CH:16]=2)[CH:13]=1)[C:8]([OH:10])=O)([CH3:3])[CH3:2].[CH2:21]([O:23][C:24](=[O:35])[CH2:25][CH2:26][S:27][CH2:28][C:29]1[N:30]=[C:31]([NH2:34])[S:32][CH:33]=1)[CH3:22], predict the reaction product. The product is: [CH2:21]([O:23][C:24](=[O:35])[CH2:25][CH2:26][S:27][CH2:28][C:29]1[N:30]=[C:31]([NH:34][C:8](=[O:10])[C:7]2[CH:11]=[C:12]([O:14][C:15]3[CH:20]=[CH:19][CH:18]=[CH:17][CH:16]=3)[CH:13]=[C:5]([O:4][CH:1]([CH3:2])[CH3:3])[CH:6]=2)[S:32][CH:33]=1)[CH3:22].